This data is from Reaction yield outcomes from USPTO patents with 853,638 reactions. The task is: Predict the reaction yield, written as a fraction of the theoretical maximum amount of product (1.0 means a 100% yield; for example, 0.34 means a 34% yield). (1) The reactants are [F:1][C:2]1[CH:7]=[C:6]([F:8])[CH:5]=[CH:4][C:3]=1[NH:9][C@H:10]1[NH:18][C:17]2[C:12](=[N:13][C:14]([NH:19][CH:20]3[CH2:29][CH2:28][C:23]4(OCC[O:24]4)[CH2:22][CH2:21]3)=[N:15][CH:16]=2)[N:11]1[CH:30]1[CH2:35][CH2:34][CH:33]([OH:36])[CH2:32][CH2:31]1.FC(F)(F)C(O)=O. The catalyst is C(Cl)Cl. The product is [F:1][C:2]1[CH:7]=[C:6]([F:8])[CH:5]=[CH:4][C:3]=1[NH:9][C@H:10]1[NH:18][C:17]2[C:12](=[N:13][C:14]([NH:19][CH:20]3[CH2:21][CH2:22][C:23](=[O:24])[CH2:28][CH2:29]3)=[N:15][CH:16]=2)[N:11]1[CH:30]1[CH2:35][CH2:34][CH:33]([OH:36])[CH2:32][CH2:31]1. The yield is 0.120. (2) The reactants are [CH3:1][O:2][C:3]([C:5]1([C:8]2[CH:13]=[CH:12][C:11]([OH:14])=[CH:10][CH:9]=2)[CH2:7][CH2:6]1)=[O:4].[C:15]([O:19][C:20](=[O:23])[CH:21]=[CH2:22])([CH3:18])([CH3:17])[CH3:16]. No catalyst specified. The product is [CH3:1][O:2][C:3]([C:5]1([C:8]2[CH:9]=[CH:10][C:11]([O:14][CH2:22][CH2:21][C:20]([O:19][C:15]([CH3:18])([CH3:17])[CH3:16])=[O:23])=[CH:12][CH:13]=2)[CH2:6][CH2:7]1)=[O:4]. The yield is 0.540. (3) The reactants are [F:1][C:2]([F:41])([F:40])[C:3]1[CH:4]=[C:5]([C:13]([CH3:39])([CH3:38])[C:14]([N:16]([CH3:37])[C:17]2[CH:18]=[N:19][C:20]([N:30]3[CH2:35][CH2:34][O:33][CH2:32][C:31]3=[O:36])=[CH:21][C:22]=2[C:23]2[CH:28]=[CH:27][CH:26]=[CH:25][C:24]=2[CH3:29])=[O:15])[CH:6]=[C:7]([C:9]([F:12])([F:11])[F:10])[CH:8]=1.O.O.O.O.O.O.O.[Cl-].[Ce+3].[Cl-].[Cl-].[BH4-].[Na+].CC(C)=O. The catalyst is CO.O1CCCC1. The product is [F:41][C:2]([F:1])([F:40])[C:3]1[CH:4]=[C:5]([C:13]([CH3:39])([CH3:38])[C:14]([N:16]([C:17]2[CH:18]=[N:19][C:20]([N:30]3[CH2:35][CH2:34][O:33][CH2:32][CH:31]3[OH:36])=[CH:21][C:22]=2[C:23]2[CH:28]=[CH:27][CH:26]=[CH:25][C:24]=2[CH3:29])[CH3:37])=[O:15])[CH:6]=[C:7]([C:9]([F:10])([F:11])[F:12])[CH:8]=1. The yield is 0.160. (4) The reactants are ClC(O[C:5]1[C:13]2[NH:12][C:11]([OH:14])=[N:10][C:9]=2[CH:8]=[CH:7][CH:6]=1)=O.[NH2:15][CH2:16][C:17]1[CH:25]=[CH:24][C:20]([C:21]([OH:23])=[O:22])=[CH:19][CH:18]=1.C1C[O:29][CH2:28]C1. No catalyst specified. The product is [O:14]=[C:11]1[N:10]([C:28]([NH:15][CH2:16][C:17]2[CH:18]=[CH:19][C:20]([C:21]([OH:23])=[O:22])=[CH:24][CH:25]=2)=[O:29])[C:9]2[CH:8]=[CH:7][CH:6]=[CH:5][C:13]=2[NH:12]1. The yield is 0.110. (5) The reactants are [CH2:1]([O:8][C:9]([N:11]1[CH2:15][C:14](=O)[N:13]=[C:12]1[NH2:17])=[O:10])[C:2]1[CH:7]=[CH:6][CH:5]=[CH:4][CH:3]=1.[Cl:18][C:19]1[CH:26]=[CH:25][CH:24]=[CH:23][C:20]=1[CH2:21]Br.[C:27]([O-])([O-])=O.[K+].[K+]. The catalyst is C(#N)C. The product is [CH2:1]([O:8][C:9]([N:11]1[CH2:15][C:14](=[CH2:27])[N:13]=[C:12]1[NH:17][CH2:21][C:20]1[CH:23]=[CH:24][CH:25]=[CH:26][C:19]=1[Cl:18])=[O:10])[C:2]1[CH:7]=[CH:6][CH:5]=[CH:4][CH:3]=1. The yield is 0.882. (6) The reactants are C([O:3][C:4](=O)[CH:5]([C:11]1[CH:16]=[CH:15][C:14]([NH2:17])=[CH:13][CH:12]=1)[C:6](OCC)=[O:7])C.[H-].[Al+3].[Li+].[H-].[H-].[H-]. The catalyst is CCOCC. The product is [NH2:17][C:14]1[CH:13]=[CH:12][C:11]([CH:5]([CH2:6][OH:7])[CH2:4][OH:3])=[CH:16][CH:15]=1. The yield is 0.170. (7) The reactants are [NH2:1][C:2]1[CH:7]=[CH:6][C:5]([CH:8]2[CH2:13][C:12](=[O:14])[NH:11][C:10](=[O:15])[CH2:9]2)=[CH:4][C:3]=1[C:16]1[CH2:21][CH2:20][CH2:19][CH2:18][CH:17]=1.C1CN([P+](Br)(N2CCCC2)N2CCCC2)CC1.F[P-](F)(F)(F)(F)F.[K+].[C:47]([C:49]1[N:50]=[C:51]([C:62]([O-])=[O:63])[N:52]([CH2:54][O:55][CH2:56][CH2:57][Si:58]([CH3:61])([CH3:60])[CH3:59])[CH:53]=1)#[N:48].CCN(C(C)C)C(C)C. The catalyst is C(Cl)Cl. The product is [C:16]1([C:3]2[CH:4]=[C:5]([CH:8]3[CH2:9][C:10](=[O:15])[NH:11][C:12](=[O:14])[CH2:13]3)[CH:6]=[CH:7][C:2]=2[NH:1][C:62]([C:51]2[N:52]([CH2:54][O:55][CH2:56][CH2:57][Si:58]([CH3:61])([CH3:60])[CH3:59])[CH:53]=[C:49]([C:47]#[N:48])[N:50]=2)=[O:63])[CH2:21][CH2:20][CH2:19][CH2:18][CH:17]=1. The yield is 0.510.